This data is from Forward reaction prediction with 1.9M reactions from USPTO patents (1976-2016). The task is: Predict the product of the given reaction. (1) Given the reactants [OH:1][CH:2]1[C:11]2[C:6](=[CH:7][CH:8]=[C:9](B(O)O)[CH:10]=2)[O:5][C:4]([CH3:16])([CH3:15])[CH2:3]1.Br[C:18]1[C:23](=[O:24])[N:22]([CH2:25][C:26]2[CH:31]=[CH:30][C:29]([C:32]3[C:33]([C:38]#[N:39])=[CH:34][CH:35]=[CH:36][CH:37]=3)=[CH:28][CH:27]=2)[C:21]([CH2:40][CH2:41][CH3:42])=[N:20][C:19]=1[CH2:43][CH3:44], predict the reaction product. The product is: [CH2:43]([C:19]1[N:20]=[C:21]([CH2:40][CH2:41][CH3:42])[N:22]([CH2:25][C:26]2[CH:31]=[CH:30][C:29]([C:32]3[C:33]([C:38]#[N:39])=[CH:34][CH:35]=[CH:36][CH:37]=3)=[CH:28][CH:27]=2)[C:23](=[O:24])[C:18]=1[C:9]1[CH:10]=[C:11]2[C:6](=[CH:7][CH:8]=1)[O:5][C:4]([CH3:16])([CH3:15])[CH2:3][CH:2]2[OH:1])[CH3:44]. (2) Given the reactants [CH2:1]([NH:4][C:5]1[C:14]2[C:9](=[CH:10][CH:11]=[C:12]([N+:15]([O-:17])=[O:16])[CH:13]=2)[N:8]=[C:7](Cl)[N:6]=1)[CH:2]=[CH2:3].[CH3:19][O:20][CH2:21][CH2:22][NH2:23], predict the reaction product. The product is: [CH2:1]([NH:4][C:5]1[C:14]2[C:9](=[CH:10][CH:11]=[C:12]([N+:15]([O-:17])=[O:16])[CH:13]=2)[N:8]=[C:7]([NH:23][CH2:22][CH2:21][O:20][CH3:19])[N:6]=1)[CH:2]=[CH2:3]. (3) Given the reactants CO[C:3]([C:5]1[C:6]([OH:36])=[C:7]2[C:12](=[C:13]([C:15]3[CH:16]=[N:17][CH:18]=[CH:19][CH:20]=3)[N:14]=1)[N:11]([CH2:21][C:22]1[CH:27]=[CH:26][CH:25]=[CH:24][CH:23]=1)[C:10](=[O:28])[C:9]([CH2:29][C:30]1[CH:35]=[CH:34][CH:33]=[CH:32][CH:31]=1)=[CH:8]2)=[O:4].[NH2:37][CH2:38][C:39]([OH:41])=[O:40].C[O-].[Na+], predict the reaction product. The product is: [CH2:21]([N:11]1[C:12]2[C:7](=[C:6]([OH:36])[C:5]([C:3]([NH:37][CH2:38][C:39]([OH:41])=[O:40])=[O:4])=[N:14][C:13]=2[C:15]2[CH:16]=[N:17][CH:18]=[CH:19][CH:20]=2)[CH:8]=[C:9]([CH2:29][C:30]2[CH:31]=[CH:32][CH:33]=[CH:34][CH:35]=2)[C:10]1=[O:28])[C:22]1[CH:27]=[CH:26][CH:25]=[CH:24][CH:23]=1. (4) Given the reactants [CH3:1][C:2]1[NH:6][CH:5]=[N:4][C:3]=1[C:7]([O:9][CH2:10][CH3:11])=[O:8].[Br:12]N1C(=O)CCC1=O.C(#N)C, predict the reaction product. The product is: [Br:12][C:5]1[NH:6][C:2]([CH3:1])=[C:3]([C:7]([O:9][CH2:10][CH3:11])=[O:8])[N:4]=1. (5) Given the reactants [H-].[Na+].[O:3]=[C:4]1[CH2:12][C:11]2[C:6](=[CH:7][C:8]([C:13]#[N:14])=[CH:9][CH:10]=2)[NH:5]1.[Cl:15][C:16]1[N:21]=[CH:20][C:19]([S:22]([N:25]2[CH2:30][CH2:29][N:28](C(OC(C)(C)C)=O)[CH2:27][CH2:26]2)(=[O:24])=[O:23])=[CH:18][CH:17]=1.Cl.C(OCC)C, predict the reaction product. The product is: [ClH:15].[OH:3][C:4]1[NH:5][C:6]2[C:11]([C:12]=1[C:16]1[CH:17]=[CH:18][C:19]([S:22]([N:25]3[CH2:26][CH2:27][NH:28][CH2:29][CH2:30]3)(=[O:24])=[O:23])=[CH:20][N:21]=1)=[CH:10][CH:9]=[C:8]([C:13]#[N:14])[CH:7]=2. (6) Given the reactants [F:1][C:2]1[CH:7]=[CH:6][CH:5]=[CH:4][C:3]=1B(O)O.[Cl:11][C:12]1[C:17]([C:18]2[CH:23]=[CH:22][CH:21]=[CH:20][CH:19]=2)=[N:16][N:15]=[C:14]2[N:24]([CH2:28][C:29]([N:31]3[CH2:35][CH2:34][CH2:33][CH2:32]3)=[O:30])[N:25]=[C:26](I)[C:13]=12, predict the reaction product. The product is: [Cl:11][C:12]1[C:17]([C:18]2[CH:19]=[CH:20][CH:21]=[CH:22][CH:23]=2)=[N:16][N:15]=[C:14]2[N:24]([CH2:28][C:29]([N:31]3[CH2:35][CH2:34][CH2:33][CH2:32]3)=[O:30])[N:25]=[C:26]([C:3]3[CH:4]=[CH:5][CH:6]=[CH:7][C:2]=3[F:1])[C:13]=12. (7) Given the reactants [CH2:1]([NH2:9])[CH2:2][CH2:3][CH2:4][CH2:5][CH2:6][CH2:7][CH3:8].NC(N)=S.C(C(CCCC)CO)C.[CH2:23]([NH:31][C:32](=[S:42])OCC(CC)CCCC)[CH2:24][CH2:25][CH2:26][CH2:27][CH2:28][CH2:29][CH3:30], predict the reaction product. The product is: [CH2:1]([NH2:9])[CH2:2][CH2:3][CH2:4][CH2:5][CH2:6][CH2:7][CH3:8].[CH2:23]([N:31]=[C:32]=[S:42])[CH2:24][CH2:25][CH2:26][CH2:27][CH2:28][CH2:29][CH3:30]. (8) Given the reactants [CH3:1][O:2][C:3]1[C:8]2[N:9]([CH2:16][O:17][CH3:18])[C:10]([C:12]([F:15])([F:14])[F:13])=[N:11][C:7]=2[C:6]([C:19](=[O:22])[CH2:20][CH3:21])=[CH:5][CH:4]=1.[H-].[Na+].[Cl-].[NH4+].[C:27](=[O:32])([O:30][CH3:31])OC, predict the reaction product. The product is: [CH3:1][O:2][C:3]1[C:8]2[N:9]([CH2:16][O:17][CH3:18])[C:10]([C:12]([F:15])([F:13])[F:14])=[N:11][C:7]=2[C:6]([C:19](=[O:22])[CH:20]([CH3:21])[C:27]([O:30][CH3:31])=[O:32])=[CH:5][CH:4]=1. (9) Given the reactants [C:1]([O:8][CH2:9][CH3:10])(=[O:7])[C:2]([O:4]CC)=O.[O-]CC.[Na+].[CH3:15][O:16][C:17]1[CH:18]=[CH:19][C:20]([C:23](=[O:25])[CH3:24])=[N:21][CH:22]=1.O, predict the reaction product. The product is: [CH2:9]([O:8][C:1](=[O:7])[C:2](=[O:4])[CH2:24][C:23]([C:20]1[CH:19]=[CH:18][C:17]([O:16][CH3:15])=[CH:22][N:21]=1)=[O:25])[CH3:10].